The task is: Predict the product of the given reaction.. This data is from Forward reaction prediction with 1.9M reactions from USPTO patents (1976-2016). (1) Given the reactants [C:1]([O:5][C:6]([N:8]([CH2:10][C:11]1[CH:16]=[CH:15][CH:14]=[CH:13][CH:12]=1)[NH2:9])=[O:7])([CH3:4])([CH3:3])[CH3:2].[CH3:17][C:18]1[C:23]([CH3:24])=[CH:22][CH:21]=[CH:20][C:19]=1B(O)O.C(N(CC)CC)C, predict the reaction product. The product is: [C:1]([O:5][C:6]([N:8]([CH2:10][C:11]1[CH:16]=[CH:15][CH:14]=[CH:13][CH:12]=1)[NH:9][C:19]1[CH:20]=[CH:21][CH:22]=[C:23]([CH3:24])[C:18]=1[CH3:17])=[O:7])([CH3:4])([CH3:2])[CH3:3]. (2) Given the reactants Br[C:2]1[CH:7]=[CH:6][C:5]([C:8](=[O:11])[CH2:9][CH3:10])=[CH:4][CH:3]=1.[C:12]([Si:14]([CH3:17])([CH3:16])[CH3:15])#[CH:13].C(NC(C)C)(C)C, predict the reaction product. The product is: [CH3:15][Si:14]([C:12]#[C:13][C:2]1[CH:7]=[CH:6][C:5]([C:8](=[O:11])[CH2:9][CH3:10])=[CH:4][CH:3]=1)([CH3:17])[CH3:16].